This data is from Forward reaction prediction with 1.9M reactions from USPTO patents (1976-2016). The task is: Predict the product of the given reaction. (1) Given the reactants S1[CH:5]=[CH:4][N:3]=[C:2]1[NH:6][C:7](=[O:25])[CH:8]([N:13]1[C:21]2[C:16](=[CH:17][C:18]([O:22][CH3:23])=[CH:19][CH:20]=2)[CH2:15][C:14]1=[O:24])[CH2:9][CH:10]([CH3:12])[CH3:11].S(Cl)(Cl)=O.[CH:30]1C=CC=C[CH:31]=1, predict the reaction product. The product is: [N:3]1[CH:4]=[CH:5][CH:31]=[CH:30][C:2]=1[NH:6][C:7](=[O:25])[CH:8]([N:13]1[C:21]2[C:16](=[CH:17][C:18]([O:22][CH3:23])=[CH:19][CH:20]=2)[CH2:15][C:14]1=[O:24])[CH2:9][CH:10]([CH3:12])[CH3:11]. (2) The product is: [OH:1][C:2]1[CH:3]=[C:4]([C:12]2[CH:20]=[CH:19][CH:18]=[C:14]([C:15]([NH2:17])=[O:16])[CH:13]=2)[CH:5]=[CH:6][CH:7]=1. Given the reactants [OH:1][C:2]1[CH:3]=[C:4](B(O)O)[CH:5]=[CH:6][CH:7]=1.Br[C:12]1[CH:13]=[C:14]([CH:18]=[CH:19][CH:20]=1)[C:15]([NH2:17])=[O:16].C([O-])([O-])=O.[K+].[K+], predict the reaction product. (3) Given the reactants [Cl:1][C:2]1[CH:3]=[C:4]2[N:30]([CH2:31][O:32][CH2:33][CH2:34][Si:35]([CH3:38])([CH3:37])[CH3:36])[C:29]([O:39][C@@H:40]3[CH2:44][O:43][C@@H:42]4[C@H:45]([OH:48])[CH2:46][O:47][C@H:41]34)=[N:28][C:5]2=[N:6][C:7]=1[C:8]1[CH:13]=[CH:12][C:11]([CH:14]2[CH2:19][CH2:18][S:17](=[N:21]C(=O)C(F)(F)F)(=[O:20])[CH2:16][CH2:15]2)=[CH:10][CH:9]=1.C(=O)([O-])[O-].[K+].[K+], predict the reaction product. The product is: [Cl:1][C:2]1[CH:3]=[C:4]2[N:30]([CH2:31][O:32][CH2:33][CH2:34][Si:35]([CH3:38])([CH3:36])[CH3:37])[C:29]([O:39][C@H:40]3[C@H:41]4[O:47][CH2:46][C@@H:45]([OH:48])[C@H:42]4[O:43][CH2:44]3)=[N:28][C:5]2=[N:6][C:7]=1[C:8]1[CH:13]=[CH:12][C:11]([CH:14]2[CH2:19][CH2:18][S:17](=[NH:21])(=[O:20])[CH2:16][CH2:15]2)=[CH:10][CH:9]=1. (4) The product is: [F:4][C:5]1[CH:10]=[C:9]([F:11])[C:8]([F:12])=[CH:7][C:6]=1[NH:13][C:14]1[O:18][C:17]([C:19]([NH:21][C:22]2[CH:23]=[CH:24][C:25]([O:26][C@@H:27]3[CH2:28][CH2:29][C@H:30]([C:33]([OH:35])=[O:34])[CH2:31][CH2:32]3)=[CH:38][CH:39]=2)=[O:20])=[N:16][N:15]=1. Given the reactants O.[OH-].[Li+].[F:4][C:5]1[CH:10]=[C:9]([F:11])[C:8]([F:12])=[CH:7][C:6]=1[NH:13][C:14]1[O:18][C:17]([C:19]([NH:21][C:22]2[CH:39]=[CH:38][C:25]([O:26][C@@H:27]3[CH2:32][CH2:31][C@H:30]([C:33]([O:35]CC)=[O:34])[CH2:29][CH2:28]3)=[CH:24][CH:23]=2)=[O:20])=[N:16][N:15]=1.O.CO, predict the reaction product. (5) Given the reactants [C:1]([O:5][C:6]([N:8]1[CH2:13][CH2:12][CH:11]([C:14]2[N:19]=[C:18]([C:20](O)=[O:21])[CH:17]=[CH:16][CH:15]=2)[CH2:10][CH2:9]1)=[O:7])([CH3:4])([CH3:3])[CH3:2].[CH3:23][NH:24][CH:25]1[C:34]2[C:29](=[CH:30][CH:31]=[CH:32][CH:33]=2)[CH2:28][CH2:27][CH2:26]1.C(N=C=NCCCN(C)C)C.O, predict the reaction product. The product is: [CH3:23][N:24]([CH:25]1[C:34]2[C:29](=[CH:30][CH:31]=[CH:32][CH:33]=2)[CH2:28][CH2:27][CH2:26]1)[C:20]([C:18]1[N:19]=[C:14]([CH:11]2[CH2:12][CH2:13][N:8]([C:6]([O:5][C:1]([CH3:4])([CH3:3])[CH3:2])=[O:7])[CH2:9][CH2:10]2)[CH:15]=[CH:16][CH:17]=1)=[O:21].